From a dataset of Catalyst prediction with 721,799 reactions and 888 catalyst types from USPTO. Predict which catalyst facilitates the given reaction. (1) Reactant: C(N(S(F)(F)[F:7])CC)C.O[CH2:11][CH2:12][S:13]([C:16]1[CH:17]=[C:18]2[C:22](=[CH:23][CH:24]=1)[N:21]([C:25]1[N:30]=[CH:29][N:28]=[C:27]([O:31][CH:32]3[CH2:37][CH2:36][N:35]([C:38]([O:40][C:41]([CH3:44])([CH3:43])[CH3:42])=[O:39])[CH2:34][CH2:33]3)[CH:26]=1)[CH2:20][CH2:19]2)(=[O:15])=[O:14].C(=O)(O)[O-].[Na+]. Product: [F:7][CH2:11][CH2:12][S:13]([C:16]1[CH:17]=[C:18]2[C:22](=[CH:23][CH:24]=1)[N:21]([C:25]1[N:30]=[CH:29][N:28]=[C:27]([O:31][CH:32]3[CH2:37][CH2:36][N:35]([C:38]([O:40][C:41]([CH3:44])([CH3:43])[CH3:42])=[O:39])[CH2:34][CH2:33]3)[CH:26]=1)[CH2:20][CH2:19]2)(=[O:15])=[O:14]. The catalyst class is: 4. (2) Reactant: C(=O)([O-])[O-].[Cs+].[Cs+].[Br:7][C:8]1[CH:9]=[C:10]([N+:15]([O-:17])=[O:16])[C:11]([OH:14])=[N:12][CH:13]=1.[CH3:18][O:19][CH2:20][CH2:21]Br.O. Product: [Br:7][C:8]1[CH:9]=[C:10]([N+:15]([O-:17])=[O:16])[C:11](=[O:14])[N:12]([CH2:21][CH2:20][O:19][CH3:18])[CH:13]=1. The catalyst class is: 9. (3) Reactant: CC(OI1(OC(C)=O)(OC(C)=O)OC(=O)C2C=CC=CC1=2)=O.[CH3:23][O:24][C:25]1[CH:46]=[CH:45][C:28]([CH2:29][O:30][C:31]2[C:36]([N:37]3[CH2:42][CH2:41][CH:40]([OH:43])[CH2:39][CH2:38]3)=[C:35]([CH3:44])[CH:34]=[CH:33][N:32]=2)=[CH:27][CH:26]=1. Product: [CH3:23][O:24][C:25]1[CH:26]=[CH:27][C:28]([CH2:29][O:30][C:31]2[C:36]([N:37]3[CH2:42][CH2:41][C:40](=[O:43])[CH2:39][CH2:38]3)=[C:35]([CH3:44])[CH:34]=[CH:33][N:32]=2)=[CH:45][CH:46]=1. The catalyst class is: 4. (4) Reactant: [F:1][C:2]1[CH:3]=[C:4]([CH:38]=[C:39]([F:41])[CH:40]=1)[CH2:5][N:6]1[CH:10]=[C:9]([C:11]2[C:19]3[C:14](=[N:15][CH:16]=[C:17]([C:20]4[CH:21]=[N:22][N:23]([CH:25]5[CH2:30][CH2:29][N:28](C(OC(C)(C)C)=O)[CH2:27][CH2:26]5)[CH:24]=4)[CH:18]=3)[NH:13][CH:12]=2)[CH:8]=[N:7]1.[ClH:42].CCOCC. Product: [ClH:42].[F:1][C:2]1[CH:3]=[C:4]([CH:38]=[C:39]([F:41])[CH:40]=1)[CH2:5][N:6]1[CH:10]=[C:9]([C:11]2[C:19]3[C:14](=[N:15][CH:16]=[C:17]([C:20]4[CH:21]=[N:22][N:23]([CH:25]5[CH2:26][CH2:27][NH:28][CH2:29][CH2:30]5)[CH:24]=4)[CH:18]=3)[NH:13][CH:12]=2)[CH:8]=[N:7]1. The catalyst class is: 71. (5) Reactant: [CH3:1][O:2][C:3]1[CH:12]=[C:11]2[C:6]([C:7]([S:13][C:14]3[CH:19]=[CH:18][CH:17]=[CH:16][CH:15]=3)=[CH:8][CH:9]=[N:10]2)=[CH:5][CH:4]=1.C1C=C(Cl)C=C(C(OO)=[O:28])C=1.C([O-])(O)=O.[Na+]. Product: [CH3:1][O:2][C:3]1[CH:12]=[C:11]2[C:6]([C:7]([S:13]([C:14]3[CH:15]=[CH:16][CH:17]=[CH:18][CH:19]=3)=[O:28])=[CH:8][CH:9]=[N:10]2)=[CH:5][CH:4]=1. The catalyst class is: 4. (6) Reactant: [Cl:1][C:2]1[CH:7]=[CH:6][C:5]([C:8]2([CH2:21][OH:22])[CH2:13][CH2:12][N:11]([C:14]([O:16][C:17]([CH3:20])([CH3:19])[CH3:18])=[O:15])[CH2:10][CH2:9]2)=[CH:4][CH:3]=1.[H-].[Na+].[CH3:25]I. Product: [Cl:1][C:2]1[CH:3]=[CH:4][C:5]([C:8]2([CH2:21][O:22][CH3:25])[CH2:9][CH2:10][N:11]([C:14]([O:16][C:17]([CH3:18])([CH3:19])[CH3:20])=[O:15])[CH2:12][CH2:13]2)=[CH:6][CH:7]=1. The catalyst class is: 9. (7) Reactant: [Cl:1][C:2]1[C:7]([C:8]([NH:10][C:11]2[CH:12]=[CH:13][C:14]([C:29]([F:35])([F:34])[C:30]([F:33])([F:32])[F:31])=[C:15]([CH:28]=2)[O:16][CH2:17][C@@H:18]([O:24]C(=O)C)[N:19]2[CH2:23][CH2:22][CH2:21][CH2:20]2)=[O:9])=[CH:6][CH:5]=[CH:4][N:3]=1.[NH4+].[OH-]. Product: [Cl:1][C:2]1[N:3]=[CH:4][CH:5]=[CH:6][C:7]=1[C:8]([NH:10][C:11]1[CH:12]=[CH:13][C:14]([C:29]([F:35])([F:34])[C:30]([F:32])([F:33])[F:31])=[C:15]([O:16][CH2:17][C@@H:18]([OH:24])[N:19]2[CH2:20][CH2:21][CH2:22][CH2:23]2)[CH:28]=1)=[O:9]. The catalyst class is: 5. (8) Reactant: [F:1][C:2]([F:35])([F:34])[C:3]1[CH:4]=[C:5]([C@H:13]([O:15][C@@H:16]2[C@@H:20]([C:21]3[CH:26]=[CH:25][C:24]([F:27])=[CH:23][CH:22]=3)[CH2:19][N:18]([C:28]3[CH2:32][CH2:31][C:30](=[O:33])[CH:29]=3)[CH2:17]2)[CH3:14])[CH:6]=[C:7]([C:9]([F:12])([F:11])[F:10])[CH:8]=1.[Li+].[CH3:37][Si]([N-][Si](C)(C)C)(C)C.IC. Product: [F:10][C:9]([F:11])([F:12])[C:7]1[CH:6]=[C:5]([C@H:13]([O:15][C@@H:16]2[C@@H:20]([C:21]3[CH:22]=[CH:23][C:24]([F:27])=[CH:25][CH:26]=3)[CH2:19][N:18]([C:28]3[CH:32]([CH3:37])[CH2:31][C:30](=[O:33])[CH:29]=3)[CH2:17]2)[CH3:14])[CH:4]=[C:3]([C:2]([F:1])([F:34])[F:35])[CH:8]=1. The catalyst class is: 7. (9) Reactant: [N:1]1([C:10]2[S:14][C:13]([C:15](O)=[O:16])=[C:12]([O:18][CH2:19][C:20]3[CH:25]=[CH:24][CH:23]=[CH:22][C:21]=3[CH3:26])[CH:11]=2)[C:5]2[CH:6]=[CH:7][CH:8]=[CH:9][C:4]=2[N:3]=[CH:2]1.ClC(N(C)C)=C(C)C.[CH2:35]([CH2:37][NH2:38])[OH:36].C(N(C(C)C)CC)(C)C. Product: [N:1]1([C:10]2[S:14][C:13]([C:15]([NH:38][CH2:37][CH2:35][OH:36])=[O:16])=[C:12]([O:18][CH2:19][C:20]3[CH:25]=[CH:24][CH:23]=[CH:22][C:21]=3[CH3:26])[CH:11]=2)[C:5]2[CH:6]=[CH:7][CH:8]=[CH:9][C:4]=2[N:3]=[CH:2]1. The catalyst class is: 4. (10) Reactant: C([O:5][N:6]1[C:15](=[O:16])[C:14]2[C:9](=[C:10]([F:23])[C:11]([N:18]3[CH2:22][CH2:21][CH2:20][CH2:19]3)=[C:12]([F:17])[CH:13]=2)[N:8]([CH:24]2[CH2:26][CH2:25]2)[C:7]1=[O:27])(C)(C)C. Product: [CH:24]1([N:8]2[C:9]3[C:14](=[CH:13][C:12]([F:17])=[C:11]([N:18]4[CH2:22][CH2:21][CH2:20][CH2:19]4)[C:10]=3[F:23])[C:15](=[O:16])[N:6]([OH:5])[C:7]2=[O:27])[CH2:26][CH2:25]1. The catalyst class is: 67.